Predict which catalyst facilitates the given reaction. From a dataset of Catalyst prediction with 721,799 reactions and 888 catalyst types from USPTO. (1) Reactant: Br[C:2]1[CH:3]=C[C:5]([C:43](F)(F)F)=[C:6]([C:8]2C=C(C3C=CC=CC=3)S[C:9]=2[C:19]([C:21]2[S:22]C(C3C=CC=CC=3)=C[C:25]=2[C:26]2[CH:31]=[C:30]([Br:32])[CH:29]=[CH:28][C:27]=2[C:33]([F:36])([F:35])[F:34])=O)[CH:7]=1.O1CCCC1.[BH4-].[Na+]. Product: [Br:32][C:30]1[CH:29]=[CH:28][C:27]([C:33]([F:34])([F:35])[F:36])=[C:26]([CH2:25][C:21]2[S:22][C:8]([C:6]3[CH:7]=[CH:2][CH:3]=[CH:43][CH:5]=3)=[CH:9][CH:19]=2)[CH:31]=1. The catalyst class is: 5. (2) Reactant: [CH3:1][O:2][CH2:3][CH2:4][O:5][CH:6]([CH3:16])[CH2:7][NH:8]C(=O)OC(C)(C)C.[ClH:17]. Product: [ClH:17].[CH3:1][O:2][CH2:3][CH2:4][O:5][CH:6]([CH3:16])[CH2:7][NH2:8]. The catalyst class is: 7. (3) Reactant: CC([CH:5]1[C:11]2[CH:12]=[CH:13][C:14]([C:16]3[N:20]=[C:19]([C:21]4[CH:26]=[CH:25][C:24]([O:27][CH:28]([CH3:30])[CH3:29])=[C:23]([C:31]#[N:32])[CH:22]=4)[O:18][N:17]=3)=[CH:15][C:10]=2[CH2:9][CH2:8][N:7](C([O-])=O)[CH2:6]1)(C)C.[ClH:36]. The catalyst class is: 12. Product: [ClH:36].[CH3:30][CH:28]([O:27][C:24]1[CH:25]=[CH:26][C:21]([C:19]2[O:18][N:17]=[C:16]([C:14]3[CH:13]=[CH:12][C:11]4[CH2:5][CH2:6][NH:7][CH2:8][CH2:9][C:10]=4[CH:15]=3)[N:20]=2)=[CH:22][C:23]=1[C:31]#[N:32])[CH3:29]. (4) The catalyst class is: 10. Reactant: Cl[C:2]1[N:3]=[CH:4][C:5]([C:8]([O:10][CH3:11])=[O:9])=[N:6][CH:7]=1.C(=O)([O-])[O-].[Cs+].[Cs+].[OH:18][C:19]1[CH:20]=[C:21]([CH:31]=[C:32]([O:34][C@H:35]([CH2:38][OH:39])[CH2:36][CH3:37])[CH:33]=1)[C:22]([NH:24][C:25]1[CH:29]=[CH:28][N:27]([CH3:30])[N:26]=1)=[O:23]. Product: [OH:39][CH2:38][C@@H:35]([O:34][C:32]1[CH:33]=[C:19]([O:18][C:2]2[N:3]=[CH:4][C:5]([C:8]([O:10][CH3:11])=[O:9])=[N:6][CH:7]=2)[CH:20]=[C:21]([C:22]([NH:24][C:25]2[CH:29]=[CH:28][N:27]([CH3:30])[N:26]=2)=[O:23])[CH:31]=1)[CH2:36][CH3:37]. (5) Reactant: [CH3:1][C:2]1[N:7]=[C:6]([CH2:8]Cl)[C:5]([CH2:10][CH2:11][CH3:12])=[C:4]([Cl:13])[N:3]=1.[F:14][C:15]1[N:20]=[C:19]([C:21]2[NH:22][CH:23]=[CH:24][N:25]=2)[CH:18]=[CH:17][CH:16]=1.C([O-])([O-])=O.[K+].[K+]. Product: [Cl:13][C:4]1[C:5]([CH2:10][CH2:11][CH3:12])=[C:6]([CH2:8][N:25]2[CH:24]=[CH:23][N:22]=[C:21]2[C:19]2[CH:18]=[CH:17][CH:16]=[C:15]([F:14])[N:20]=2)[N:7]=[C:2]([CH3:1])[N:3]=1. The catalyst class is: 3. (6) Reactant: [NH2:1][C@H:2]1[CH2:7][CH2:6][N:5]([C:8]([O:10][C:11]([CH3:14])([CH3:13])[CH3:12])=[O:9])[CH2:4][C@H:3]1[O:15][CH3:16].[CH2:17]([C:19]1[NH:23][C:22]([C:24](O)=[O:25])=[N:21][C:20]=1[CH3:27])[CH3:18].CCN=C=NCCCN(C)C.Cl. Product: [CH2:17]([C:19]1[NH:23][C:22]([C:24]([NH:1][C@H:2]2[CH2:7][CH2:6][N:5]([C:8]([O:10][C:11]([CH3:12])([CH3:13])[CH3:14])=[O:9])[CH2:4][C@H:3]2[O:15][CH3:16])=[O:25])=[N:21][C:20]=1[CH3:27])[CH3:18]. The catalyst class is: 142. (7) Reactant: [Cl:1][C:2]1[CH:3]=[C:4]([CH:21]=[CH:22][CH:23]=1)[CH2:5][NH:6][C:7]([C:9]1[CH:17]=[CH:16][C:12]([C:13]([O-:15])=O)=[C:11]([N:18]=[C:19]=[S:20])[CH:10]=1)=[O:8].[N:24]1[CH:29]=[CH:28][C:27]([NH2:30])=[N:26][CH:25]=1.CCN(C(C)C)C(C)C. Product: [Cl:1][C:2]1[CH:3]=[C:4]([CH:21]=[CH:22][CH:23]=1)[CH2:5][NH:6][C:7]([C:9]1[CH:10]=[C:11]2[C:12]([C:13](=[O:15])[N:30]([C:27]3[CH:28]=[CH:29][N:24]=[CH:25][N:26]=3)[C:19](=[S:20])[NH:18]2)=[CH:16][CH:17]=1)=[O:8]. The catalyst class is: 16. (8) Reactant: FC(F)(F)C(O)=O.[C:8]([C:10]1[CH:11]=[C:12]([CH:25]=[CH:26][CH:27]=1)[O:13][CH:14]1[CH2:17][N:16](C(OC(C)(C)C)=O)[CH2:15]1)#[N:9]. Product: [NH:16]1[CH2:15][CH:14]([O:13][C:12]2[CH:11]=[C:10]([CH:27]=[CH:26][CH:25]=2)[C:8]#[N:9])[CH2:17]1. The catalyst class is: 4. (9) Product: [CH3:29][NH:30][C:6]([C@@H:8]1[O:12][C:11](=[O:13])[N:10]([C:14]2[CH:15]=[C:16]([F:28])[C:17]([N:21]3[CH:26]=[CH:25][C:24](=[O:27])[CH2:23][CH2:22]3)=[C:18]([F:20])[CH:19]=2)[CH2:9]1)=[O:5]. Reactant: C([O:5][C:6]([C@@H:8]1[O:12][C:11](=[O:13])[N:10]([C:14]2[CH:19]=[C:18]([F:20])[C:17]([N:21]3[CH:26]=[CH:25][C:24](=[O:27])[CH2:23][CH2:22]3)=[C:16]([F:28])[CH:15]=2)[CH2:9]1)=O)CCC.[CH3:29][NH2:30]. The catalyst class is: 5. (10) Reactant: [CH3:1][O:2][C:3]1[C:8]([CH2:9][C:10]2[S:14][C:13]([NH2:15])=[N:12][CH:11]=2)=[CH:7][CH:6]=[CH:5][N:4]=1.CO[C:18]1[CH:23]=[CH:22][C:21]([C:24]2([C:27]([OH:29])=O)[CH2:26][CH2:25]2)=[CH:20][CH:19]=1.C(N(CC)CC)C.F[P-](F)(F)(F)(F)F.N1([O:53][C:54](N(C)C)=[N+](C)C)C2N=CC=CC=2N=N1. Product: [CH3:1][O:2][C:3]1[C:8]([CH2:9][C:10]2[S:14][C:13]([NH:15][C:27]([C:24]3([C:21]4[CH:20]=[CH:19][CH:18]=[C:23]([O:53][CH3:54])[CH:22]=4)[CH2:25][CH2:26]3)=[O:29])=[N:12][CH:11]=2)=[CH:7][CH:6]=[CH:5][N:4]=1. The catalyst class is: 10.